Dataset: Reaction yield outcomes from USPTO patents with 853,638 reactions. Task: Predict the reaction yield, written as a fraction of the theoretical maximum amount of product (1.0 means a 100% yield; for example, 0.34 means a 34% yield). (1) The reactants are N1N[N:3]=[N:4][C:5]=1[N:6]1[CH2:11][CH2:10][N:9]([C:12]([O:14][C:15]([CH3:18])([CH3:17])[CH3:16])=[O:13])[CH2:8][CH2:7]1.[F:19][C:20]([F:25])([F:24])[C:21](O)=[O:22]. The catalyst is C(#N)C. The product is [F:19][C:20]([F:25])([F:24])[C:21]1[O:22][C:5]([N:6]2[CH2:7][CH2:8][N:9]([C:12]([O:14][C:15]([CH3:16])([CH3:17])[CH3:18])=[O:13])[CH2:10][CH2:11]2)=[N:4][N:3]=1. The yield is 0.683. (2) The reactants are Br[C:2]1[CH:3]=[C:4]([Cl:22])[C:5]2[O:14][C:13]3[CH2:12][CH2:11][N:10]([C:15]([O:17][C:18]([CH3:21])([CH3:20])[CH3:19])=[O:16])[CH2:9][C:8]=3[C:6]=2[CH:7]=1.[C:23]1([SH:29])[CH:28]=[CH:27][CH:26]=[CH:25][CH:24]=1.C(N(CC)C(C)C)(C)C. The catalyst is O1CCOCC1.CC1(C)C2C(=C(P(C3C=CC=CC=3)C3C=CC=CC=3)C=CC=2)OC2C(P(C3C=CC=CC=3)C3C=CC=CC=3)=CC=CC1=2. The product is [Cl:22][C:4]1[C:5]2[O:14][C:13]3[CH2:12][CH2:11][N:10]([C:15]([O:17][C:18]([CH3:21])([CH3:20])[CH3:19])=[O:16])[CH2:9][C:8]=3[C:6]=2[CH:7]=[C:2]([S:29][C:23]2[CH:28]=[CH:27][CH:26]=[CH:25][CH:24]=2)[CH:3]=1. The yield is 0.910. (3) The catalyst is C(Cl)Cl. The product is [F:1][C:2]1[C:3]([CH3:18])=[C:4]([C@:8]2([C:14]([O:16][CH3:17])=[O:15])[CH2:12][CH2:11][C:10](=[O:13])[CH2:9]2)[CH:5]=[CH:6][CH:7]=1. The reactants are [F:1][C:2]1[C:3]([CH3:18])=[C:4]([C@:8]2([C:14]([O:16][CH3:17])=[O:15])[CH2:12][CH2:11][C@H:10]([OH:13])[CH2:9]2)[CH:5]=[CH:6][CH:7]=1.CC(OI1(OC(C)=O)(OC(C)=O)OC(=O)C2C=CC=CC1=2)=O. The yield is 0.840. (4) The reactants are [Cl:1][C:2]1[N:7]=[CH:6][N:5]=[C:4]([O:8][C:9]2[CH:14]=[CH:13][C:12]([NH2:15])=[CH:11][CH:10]=2)[CH:3]=1.[C:16]1([N:22]=[C:23]=[O:24])[CH:21]=[CH:20][CH:19]=[CH:18][CH:17]=1.O. The catalyst is CN(C)C=O. The product is [Cl:1][C:2]1[N:7]=[CH:6][N:5]=[C:4]([O:8][C:9]2[CH:14]=[CH:13][C:12]([NH:15][C:23]([NH:22][C:16]3[CH:21]=[CH:20][CH:19]=[CH:18][CH:17]=3)=[O:24])=[CH:11][CH:10]=2)[CH:3]=1. The yield is 0.970.